From a dataset of Human liver microsome stability data. Regression/Classification. Given a drug SMILES string, predict its absorption, distribution, metabolism, or excretion properties. Task type varies by dataset: regression for continuous measurements (e.g., permeability, clearance, half-life) or binary classification for categorical outcomes (e.g., BBB penetration, CYP inhibition). Dataset: hlm. The compound is Cc1ccc(CNS(=O)(=O)c2[nH]c3ccccc3c2C)cc1. The result is 1 (stable in human liver microsomes).